Dataset: Catalyst prediction with 721,799 reactions and 888 catalyst types from USPTO. Task: Predict which catalyst facilitates the given reaction. Reactant: [CH3:1][O:2][C:3](=[O:17])[C:4]1[CH:9]=[C:8]([N+:10]([O-:12])=[O:11])[C:7]([O:13][CH2:14][CH3:15])=[CH:6][C:5]=1[NH2:16].[CH3:18]OC(OC)N(C)C.[C:26]([O:30][C:31](=[O:35])[CH2:32][C:33]#[N:34])([CH3:29])([CH3:28])[CH3:27]. Product: [C:26]([O:30][C:31](=[O:35])[C:32]([C:33]#[N:34])=[CH:18][NH:16][C:5]1[CH:6]=[C:7]([O:13][CH2:14][CH3:15])[C:8]([N+:10]([O-:12])=[O:11])=[CH:9][C:4]=1[C:3]([O:2][CH3:1])=[O:17])([CH3:29])([CH3:28])[CH3:27]. The catalyst class is: 107.